This data is from Full USPTO retrosynthesis dataset with 1.9M reactions from patents (1976-2016). The task is: Predict the reactants needed to synthesize the given product. (1) Given the product [CH3:1][O:2][CH2:3][O:4][C:5]1[CH:6]=[C:7]([CH2:15][CH2:16][O:17][CH3:20])[CH:8]=[C:9]([O:11][CH2:12][O:13][CH3:14])[CH:10]=1, predict the reactants needed to synthesize it. The reactants are: [CH3:1][O:2][CH2:3][O:4][C:5]1[CH:6]=[C:7]([CH2:15][CH2:16][OH:17])[CH:8]=[C:9]([O:11][CH2:12][O:13][CH3:14])[CH:10]=1.[H-].[Na+].[CH3:20]I.[Cl-].[NH4+]. (2) Given the product [CH3:29][C:26]1[CH:27]=[CH:28][C:23]([N:17]2[C:9]3=[N:8][C:7]([N:1]4[CH2:6][CH2:5][O:4][CH2:3][CH2:2]4)=[CH:12][C:11](=[O:13])[N:10]3[CH2:14][CH2:15][C@H:16]2[C:18]([F:20])([F:21])[F:19])=[CH:24][CH:25]=1, predict the reactants needed to synthesize it. The reactants are: [N:1]1([C:7]2[N:8]=[C:9]3[NH:17][C@H:16]([C:18]([F:21])([F:20])[F:19])[CH2:15][CH2:14][N:10]3[C:11](=[O:13])[CH:12]=2)[CH2:6][CH2:5][O:4][CH2:3][CH2:2]1.I[C:23]1[CH:28]=[CH:27][C:26]([CH3:29])=[CH:25][CH:24]=1. (3) Given the product [CH3:1][C:2]1([CH3:29])[O:6][C:5](=[O:7])/[C:4](=[CH:8]/[C:9]([OH:11])=[O:10])/[O:3]1, predict the reactants needed to synthesize it. The reactants are: [CH3:1][C:2]1([CH3:29])[O:6][C:5](=[O:7])/[C:4](=[CH:8]/[C:9]([O:11][Si](C(C)(C)C)(C2C=CC=CC=2)C2C=CC=CC=2)=[O:10])/[O:3]1.C(O)(=O)C.[F-].C([N+](CCCC)(CCCC)CCCC)CCC.